Dataset: Catalyst prediction with 721,799 reactions and 888 catalyst types from USPTO. Task: Predict which catalyst facilitates the given reaction. Reactant: [O:1]1[C:5]([C:6]2[CH:11]=[CH:10][C:9]([NH:12][C:13]3[N:14]=[C:15]([N:23]([C:27]4[CH:32]=[CH:31][CH:30]=[CH:29][CH:28]=4)[CH2:24][CH2:25][OH:26])[C:16]4[CH2:22][NH:21][CH2:20][CH2:19][C:17]=4[N:18]=3)=[CH:8][CH:7]=2)=[CH:4][N:3]=[CH:2]1.C(N(C(C)C)C(C)C)C.F[P-](F)(F)(F)(F)F.N1(OC(N(C)C)=[N+](C)C)C2C=CC=CC=2N=N1.[C:66](O)(=[O:70])[C@H:67]([CH3:69])[OH:68]. Product: [OH:68][C@@H:67]([CH3:69])[C:66]([N:21]1[CH2:20][CH2:19][C:17]2[N:18]=[C:13]([NH:12][C:9]3[CH:10]=[CH:11][C:6]([C:5]4[O:1][CH:2]=[N:3][CH:4]=4)=[CH:7][CH:8]=3)[N:14]=[C:15]([N:23]([CH2:24][CH2:25][OH:26])[C:27]3[CH:28]=[CH:29][CH:30]=[CH:31][CH:32]=3)[C:16]=2[CH2:22]1)=[O:70]. The catalyst class is: 3.